The task is: Predict the reaction yield, written as a fraction of the theoretical maximum amount of product (1.0 means a 100% yield; for example, 0.34 means a 34% yield).. This data is from Reaction yield outcomes from USPTO patents with 853,638 reactions. The reactants are [N+:1]([C:4]1[CH:5]=[C:6]2[C:11](=[CH:12][CH:13]=1)[NH:10][CH2:9][CH2:8][CH2:7]2)([O-:3])=[O:2].[H-].[Na+].I[CH3:17].[Cl-].[NH4+]. The catalyst is CN(C)C=O. The product is [CH3:17][N:10]1[C:11]2[C:6](=[CH:5][C:4]([N+:1]([O-:3])=[O:2])=[CH:13][CH:12]=2)[CH2:7][CH2:8][CH2:9]1. The yield is 1.00.